From a dataset of Full USPTO retrosynthesis dataset with 1.9M reactions from patents (1976-2016). Predict the reactants needed to synthesize the given product. (1) Given the product [O:13]=[C:12]1[C:11]2[C:10](=[CH:17][CH:16]=[CH:15][CH:14]=2)[C:9](=[O:18])[N:8]1[O:7][CH2:20][C:21]([NH2:23])=[O:22], predict the reactants needed to synthesize it. The reactants are: C(=O)([O-])[O-].[K+].[K+].[OH:7][N:8]1[C:12](=[O:13])[C:11]2=[CH:14][CH:15]=[CH:16][CH:17]=[C:10]2[C:9]1=[O:18].Br[CH2:20][C:21]([NH2:23])=[O:22].O. (2) Given the product [CH3:67][O:66][C:64]([NH:63][C@@H:59]([C@H:58]([O:57][CH3:56])[CH3:68])[C:60]([N:39]1[C@H:38]([C:36]2[NH:37][C:33]([C:30]3[CH:31]=[CH:32][C:27]([C:22]4[CH:23]=[C:24]5[C:19](=[CH:20][CH:21]=4)[C:17]4[NH:18][C:14]([C@@H:10]6[CH2:11][CH2:12][CH2:13][N:9]6[C:7](=[O:8])[C@@H:6]([NH:5][C:3](=[O:4])[O:2][CH3:1])[CH:52]([CH3:53])[CH3:54])=[N:15][C:16]=4[CH:26]=[CH:25]5)=[CH:28][CH:29]=3)=[CH:34][N:35]=2)[C@@H:43]2[CH2:44][C@H:40]1[CH2:41][CH2:42]2)=[O:62])=[O:65], predict the reactants needed to synthesize it. The reactants are: [CH3:1][O:2][C:3]([NH:5][C@@H:6]([CH:52]([CH3:54])[CH3:53])[C:7]([N:9]1[CH2:13][CH2:12][CH2:11][C@H:10]1[C:14]1[NH:18][C:17]2[C:19]3[C:24]([CH:25]=[CH:26][C:16]=2[N:15]=1)=[CH:23][C:22]([C:27]1[CH:32]=[CH:31][C:30]([C:33]2[NH:37][C:36]([C@@H:38]4[C@@H:43]5[CH2:44][C@@H:40]([CH2:41][CH2:42]5)[N:39]4C(OC(C)(C)C)=O)=[N:35][CH:34]=2)=[CH:29][CH:28]=1)=[CH:21][CH:20]=3)=[O:8])=[O:4].Cl.[CH3:56][O:57][C@H:58]([CH3:68])[C@H:59]([NH:63][C:64]([O:66][CH3:67])=[O:65])[C:60]([OH:62])=O.CCOC(C(C#N)=NOC(N1CCOCC1)=[N+](C)C)=O.F[P-](F)(F)(F)(F)F.CCN(C(C)C)C(C)C. (3) Given the product [Cl:11][C:12]1[CH:27]=[CH:26][C:15]([O:16][C:17]2[CH:22]=[CH:21][C:20]([CH2:23][CH2:24][NH:25][C:5]3[NH:6][CH:7]=[C:2]([CH3:1])[C:3](=[O:10])[N:4]=3)=[CH:19][CH:18]=2)=[CH:14][C:13]=1[C:28]([F:29])([F:30])[F:31], predict the reactants needed to synthesize it. The reactants are: [CH3:1][C:2]1[C:3](=[O:10])[N:4]=[C:5](SC)[NH:6][CH:7]=1.[Cl:11][C:12]1[CH:27]=[CH:26][C:15]([O:16][C:17]2[CH:22]=[CH:21][C:20]([CH2:23][CH2:24][NH2:25])=[CH:19][CH:18]=2)=[CH:14][C:13]=1[C:28]([F:31])([F:30])[F:29]. (4) Given the product [CH3:1][O:2][C:3]([C:5]1[C:10]([CH3:11])=[CH:9][C:8](=[O:12])[N:7]([NH:13][CH2:15][CH2:16][CH3:17])[C:6]=1[CH3:14])=[O:4], predict the reactants needed to synthesize it. The reactants are: [CH3:1][O:2][C:3]([C:5]1[C:10]([CH3:11])=[CH:9][C:8](=[O:12])[N:7]([NH2:13])[C:6]=1[CH3:14])=[O:4].[CH:15](=O)[CH2:16][CH3:17].[BH4-].[Na+]. (5) Given the product [NH2:9][C@@:8]1([C:6]2[CH:7]=[CH:2][C:3]([F:18])=[CH:4][C:5]=2[F:17])[CH2:15][O:14][C@H:13]([CH3:16])[C@H:12]1[CH2:11][OH:10], predict the reactants needed to synthesize it. The reactants are: Br[C:2]1[C:3]([F:18])=[CH:4][C:5]([F:17])=[C:6]([C@:8]23[CH2:15][O:14][C@H:13]([CH3:16])[C@H:12]2[CH2:11][O:10][NH:9]3)[CH:7]=1.C(O)(=O)C.